Dataset: Full USPTO retrosynthesis dataset with 1.9M reactions from patents (1976-2016). Task: Predict the reactants needed to synthesize the given product. (1) Given the product [F:1][C:2]1[CH:7]=[CH:6][C:5]([S:8]([C:11]2[CH:12]=[CH:13][C:14]([CH2:21][CH2:22][CH3:23])=[C:15]([S:17]([NH2:24])(=[O:19])=[O:18])[CH:16]=2)(=[O:10])=[O:9])=[CH:4][CH:3]=1, predict the reactants needed to synthesize it. The reactants are: [F:1][C:2]1[CH:7]=[CH:6][C:5]([S:8]([C:11]2[CH:12]=[CH:13][C:14]([CH2:21][CH2:22][CH3:23])=[C:15]([S:17](Cl)(=[O:19])=[O:18])[CH:16]=2)(=[O:10])=[O:9])=[CH:4][CH:3]=1.[N:24]1(CCCN)C=CN=C1. (2) Given the product [CH:15]([O:1][C@H:2]1[CH2:6][CH2:5][N:4]([C:7]([O:9][C:10]([CH3:13])([CH3:12])[CH3:11])=[O:8])[CH2:3]1)([CH3:17])[CH3:16], predict the reactants needed to synthesize it. The reactants are: [OH:1][C@H:2]1[CH2:6][CH2:5][N:4]([C:7]([O:9][C:10]([CH3:13])([CH3:12])[CH3:11])=[O:8])[CH2:3]1.I[CH:15]([CH3:17])[CH3:16]. (3) Given the product [CH3:1][O:2][C:3](=[O:20])[C:4]1[CH:9]=[C:8]([CH2:10][CH2:11][N:12]2[CH2:16][CH2:15][CH2:14][CH2:13]2)[CH:7]=[CH:6][C:5]=1[NH2:17], predict the reactants needed to synthesize it. The reactants are: [CH3:1][O:2][C:3](=[O:20])[C:4]1[CH:9]=[C:8]([CH2:10][CH2:11][N:12]2[CH2:16][CH2:15][CH2:14][CH2:13]2)[CH:7]=[CH:6][C:5]=1[N+:17]([O-])=O. (4) Given the product [F:19][C:16]([F:17])([F:18])[C:11]1[CH:12]=[CH:13][CH:14]=[CH:15][C:10]=1[NH:9][C:6]1[CH:7]=[CH:8][C:3]([CH2:2][NH:1][C:32]([C:29]2([NH:28][C:26]([C:24]3[CH:23]=[N:22][CH:21]=[N:20][CH:25]=3)=[O:27])[CH2:31][CH2:30]2)=[O:33])=[CH:4][CH:5]=1, predict the reactants needed to synthesize it. The reactants are: [NH2:1][CH2:2][C:3]1[CH:8]=[CH:7][C:6]([NH:9][C:10]2[CH:15]=[CH:14][CH:13]=[CH:12][C:11]=2[C:16]([F:19])([F:18])[F:17])=[CH:5][CH:4]=1.[N:20]1[CH:25]=[C:24]([C:26]([NH:28][C:29]2([C:32](O)=[O:33])[CH2:31][CH2:30]2)=[O:27])[CH:23]=[N:22][CH:21]=1. (5) Given the product [Cl:1][C:2]1[CH:3]=[C:4]([NH:5][C:11](=[O:12])[CH3:10])[CH:6]=[C:7]([F:9])[CH:8]=1, predict the reactants needed to synthesize it. The reactants are: [Cl:1][C:2]1[CH:3]=[C:4]([CH:6]=[C:7]([F:9])[CH:8]=1)[NH2:5].[CH3:10][C:11](OC(C)=O)=[O:12]. (6) Given the product [Cl:21][C:22]1[CH:27]=[CH:26][C:25]([C:28]2[S:29][C:30]3[C:36](=[O:35])[N:16]([C:4]4[CH:5]=[CH:6][C:7]([O:8][CH2:9][CH2:10][N:11]5[CH2:12][CH2:13][CH2:14][CH2:15]5)=[C:2]([Cl:1])[CH:3]=4)[CH2:34][CH2:33][C:31]=3[N:32]=2)=[CH:24][CH:23]=1, predict the reactants needed to synthesize it. The reactants are: [Cl:1][C:2]1[CH:3]=[C:4]([NH2:16])[CH:5]=[CH:6][C:7]=1[O:8][CH2:9][CH2:10][N:11]1[CH2:15][CH2:14][CH2:13][CH2:12]1.C[Al](C)C.[Cl:21][C:22]1[CH:27]=[CH:26][C:25]([C:28]2[S:29][C:30]3[C:36](=O)[O:35][CH2:34][CH2:33][C:31]=3[N:32]=2)=[CH:24][CH:23]=1.C(N(CC)CC)C.CS(Cl)(=O)=O.[H-].[Na+].